From a dataset of Catalyst prediction with 721,799 reactions and 888 catalyst types from USPTO. Predict which catalyst facilitates the given reaction. (1) Product: [Si:13]([O:8][CH2:7][C:3]1[CH:2]=[C:1]([CH2:9][OH:10])[CH:6]=[CH:5][CH:4]=1)([C:16]([CH3:19])([CH3:18])[CH3:17])([CH3:15])[CH3:14]. Reactant: [C:1]1([CH2:9][OH:10])[CH:6]=[CH:5][CH:4]=[C:3]([CH2:7][OH:8])[CH:2]=1.[H-].[Na+].[Si:13](Cl)([C:16]([CH3:19])([CH3:18])[CH3:17])([CH3:15])[CH3:14]. The catalyst class is: 7. (2) Reactant: C([O:3][C:4]([C:6]1[CH:7]=[C:8]2[N:14]=[CH:13][N:12]([CH2:15][C:16]3[CH:32]=[CH:31][C:19]4[N:20]=[C:21]([NH:23][C@@H:24]5[CH2:29][CH2:28][CH2:27][CH2:26][C@H:25]5[OH:30])[S:22][C:18]=4[CH:17]=3)[C:9]2=[N:10][CH:11]=1)=[CH2:5])C.Br[N:34]1[C:38](=[O:39])CC[C:35]1=O.CNC. Product: [C:25]([OH:30])(=[O:39])[CH3:26].[CH3:35][N:34]([CH3:38])[CH2:3][C:4]([C:6]1[CH:7]=[C:8]2[N:14]=[CH:13][N:12]([CH2:15][C:16]3[CH:32]=[CH:31][C:19]4[N:20]=[C:21]([NH:23][C@@H:24]5[CH2:29][CH2:28][CH2:27][CH2:26][C@H:25]5[OH:30])[S:22][C:18]=4[CH:17]=3)[C:9]2=[N:10][CH:11]=1)=[O:5]. The catalyst class is: 3. (3) Reactant: I[C:2]1[CH:7]=[CH:6][N:5]=[C:4]2[N:8]([C:11]3[C:16]([F:17])=[C:15]([F:18])[CH:14]=[C:13]([F:19])[C:12]=3[F:20])[N:9]=[CH:10][C:3]=12.[O:21]1CC[O:23][BH:22]1.C([O-])(=O)C.[K+].C(Cl)Cl. Product: [F:20][C:12]1[C:13]([F:19])=[CH:14][C:15]([F:18])=[C:16]([F:17])[C:11]=1[N:8]1[C:4]2=[N:5][CH:6]=[CH:7][C:2]([B:22]([OH:23])[OH:21])=[C:3]2[CH:10]=[N:9]1. The catalyst class is: 16. (4) Product: [Br:11][C:10]1[C:4]2[C:5](=[CH:6][N:7]=[C:2]([Cl:1])[CH:3]=2)[NH:8][CH:9]=1. Reactant: [Cl:1][C:2]1[CH:3]=[C:4]2[CH:10]=[CH:9][NH:8][C:5]2=[CH:6][N:7]=1.[Br:11]Br. The catalyst class is: 3. (5) Reactant: [F:1][C:2]1[CH:3]=[C:4]([C@:8]([NH:23][S@](C(C)(C)C)=O)([CH2:10][C:11]([CH:13]2[C:18](=[O:19])[N:17]([CH3:20])[C:16](=[O:21])[NH:15][C:14]2=[O:22])=[O:12])[CH3:9])[CH:5]=[CH:6][CH:7]=1.O=S(Cl)[Cl:32]. Product: [ClH:32].[NH2:23][C@:8]([C:4]1[CH:5]=[CH:6][CH:7]=[C:2]([F:1])[CH:3]=1)([CH3:9])[CH2:10][C:11]([CH:13]1[C:18](=[O:19])[N:17]([CH3:20])[C:16](=[O:21])[NH:15][C:14]1=[O:22])=[O:12]. The catalyst class is: 301. (6) Reactant: [H-].[Na+].[N+:3]([CH2:6][CH3:7])([O-:5])=[O:4].Cl[C:9]1[CH:14]=[CH:13][C:12]([C:15]([F:18])([F:17])[F:16])=[CH:11][C:10]=1[N+:19]([O-:21])=[O:20].C(O)(=O)C.O. Product: [N+:19]([C:10]1[CH:11]=[C:12]([C:15]([F:18])([F:17])[F:16])[CH:13]=[CH:14][C:9]=1[CH:6]([N+:3]([O-:5])=[O:4])[CH3:7])([O-:21])=[O:20]. The catalyst class is: 197. (7) Reactant: [F:1][C:2]([F:14])([F:13])[O:3][C:4]1[CH:9]=[CH:8][C:7](C(=O)C)=[CH:6][CH:5]=1.[C:15]([O-])(=O)[CH3:16].[NH4+].C([BH3-])#[N:21].[Na+]. Product: [F:14][C:2]([F:1])([F:13])[O:3][C:4]1[CH:5]=[C:6]([CH:15]([NH2:21])[CH3:16])[CH:7]=[CH:8][CH:9]=1. The catalyst class is: 5. (8) Reactant: [F:1][C:2]1[CH:7]=[C:6]([F:8])[CH:5]=[CH:4][C:3]=1[C@@H:9]([N:13]1[C@H:18]([CH2:19][CH:20]([CH3:22])[CH3:21])[C:17](=[O:23])[NH:16][C@H:15]([CH:24]2[CH2:32][C:31]3[C:26](=[CH:27][CH:28]=[CH:29][CH:30]=3)[CH2:25]2)[C:14]1=[O:33])[C:10]([OH:12])=[O:11].C(=O)([O-])[O-].[K+].[K+].[C:40]([O:43][CH:44](Br)[CH3:45])(=[O:42])[CH3:41]. Product: [F:1][C:2]1[CH:7]=[C:6]([F:8])[CH:5]=[CH:4][C:3]=1[C@@H:9]([N:13]1[C@H:18]([CH2:19][CH:20]([CH3:22])[CH3:21])[C:17](=[O:23])[NH:16][C@H:15]([CH:24]2[CH2:32][C:31]3[C:26](=[CH:27][CH:28]=[CH:29][CH:30]=3)[CH2:25]2)[C:14]1=[O:33])[C:10]([O:12][CH2:45][CH2:44][O:43][C:40](=[O:42])[CH3:41])=[O:11]. The catalyst class is: 3. (9) Reactant: [CH2:1]([C@@:3]12[CH2:28][CH2:27][C@@:26]([C:30]([F:33])([F:32])[F:31])([OH:29])[CH2:25][C@H:4]1[CH2:5][CH2:6][CH2:7][C:8]1[C:9]2=[CH:10][C:11]2[CH:12]=[N:13][N:14]([C:17]3[CH:22]=[CH:21][C:20]([S:23][CH3:24])=[CH:19][CH:18]=3)[C:15]=2[CH:16]=1)[CH3:2].[OH2:34].ClC1C=C(C=CC=1)C(OO)=[O:40]. Product: [CH2:1]([C@@:3]12[CH2:28][CH2:27][C@@:26]([C:30]([F:33])([F:32])[F:31])([OH:29])[CH2:25][C@H:4]1[CH2:5][CH2:6][CH2:7][C:8]1[C:9]2=[CH:10][C:11]2[CH:12]=[N:13][N:14]([C:17]3[CH:18]=[CH:19][C:20]([S:23]([CH3:24])(=[O:40])=[O:34])=[CH:21][CH:22]=3)[C:15]=2[CH:16]=1)[CH3:2]. The catalyst class is: 21. (10) The catalyst class is: 193. Reactant: [CH:1]1([C:4]2[CH:5]=[C:6]3[C:11](=[CH:12][CH:13]=2)[N:10]=[CH:9][CH:8]=[C:7]3[S:14][C:15]2([C:19]([O:21]CC)=[O:20])[CH2:18][CH2:17][CH2:16]2)[CH2:3][CH2:2]1.[OH-].[Na+].Cl.ClCCl. Product: [CH:1]1([C:4]2[CH:5]=[C:6]3[C:11](=[CH:12][CH:13]=2)[N:10]=[CH:9][CH:8]=[C:7]3[S:14][C:15]2([C:19]([OH:21])=[O:20])[CH2:18][CH2:17][CH2:16]2)[CH2:2][CH2:3]1.